Dataset: Peptide-MHC class I binding affinity with 185,985 pairs from IEDB/IMGT. Task: Regression. Given a peptide amino acid sequence and an MHC pseudo amino acid sequence, predict their binding affinity value. This is MHC class I binding data. (1) The peptide sequence is ATAQNRRAL. The MHC is HLA-B51:01 with pseudo-sequence HLA-B51:01. The binding affinity (normalized) is 0.0847. (2) The peptide sequence is ASCMGLIY. The MHC is HLA-B35:01 with pseudo-sequence HLA-B35:01. The binding affinity (normalized) is 0.0391.